Task: Predict the reactants needed to synthesize the given product.. Dataset: Full USPTO retrosynthesis dataset with 1.9M reactions from patents (1976-2016) (1) Given the product [CH3:22][N:23]1[CH:27]=[C:26]([C:28]2[CH:34]=[CH:33][C:31]([NH:32][C:2]3[C:6]4[CH2:7][N:8]([C:11](=[O:13])[CH3:39])[CH2:9][CH2:10][C:5]=4[N:4]([CH:88]4[CH2:84][CH2:85][O:86][CH2:87]4)[N:3]=3)=[C:30]([S:35]([CH3:38])(=[O:37])=[O:36])[CH:29]=2)[CH:25]=[N:24]1, predict the reactants needed to synthesize it. The reactants are: Br[C:2]1[C:6]2[CH2:7][N:8]([C:11]([O:13]C(C)(C)C)=O)[CH2:9][CH2:10][C:5]=2[N:4](C2COC2)[N:3]=1.[CH3:22][N:23]1[CH:27]=[C:26]([C:28]2[CH:34]=[CH:33][C:31]([NH2:32])=[C:30]([S:35]([CH3:38])(=[O:37])=[O:36])[CH:29]=2)[CH:25]=[N:24]1.[CH:39]1(P(C2CCCCC2)C2C(OC)=CC=C(OC)C=2C2C(C(C)C)=CC(C(C)C)=CC=2C(C)C)CCCCC1.CC([O-])(C)C.[Na+].O1[CH2:88][CH2:87][O:86][CH2:85][CH2:84]1. (2) Given the product [C:67]([CH2:66][CH2:65][CH2:64][CH2:63][CH2:62][N:2]([CH3:1])[C@H:3]([C:7]([NH:9][C@H:10]([C:14]([N:16]([C@@H:18]([C@@H:57]([CH3:60])[CH2:58][CH3:59])[C@H:19]([O:55][CH3:56])[CH2:20][C:21]([N:23]1[CH2:27][CH2:26][CH2:25][C@H:24]1[C@H:28]([O:53][CH3:54])[C@@H:29]([CH3:52])[C:30](=[O:51])[NH:31][C@H:32]([C:40]1[O:41][C:42]([C:45]2[CH:46]=[CH:47][CH:48]=[CH:49][CH:50]=2)=[N:43][N:44]=1)[CH2:33][C:34]1[CH:35]=[CH:36][CH:37]=[CH:38][CH:39]=1)=[O:22])[CH3:17])=[O:15])[CH:11]([CH3:13])[CH3:12])=[O:8])[CH:4]([CH3:5])[CH3:6])([OH:69])=[O:68], predict the reactants needed to synthesize it. The reactants are: [CH3:1][NH:2][C@H:3]([C:7]([NH:9][C@H:10]([C:14]([N:16]([C@@H:18]([C@@H:57]([CH3:60])[CH2:58][CH3:59])[C@H:19]([O:55][CH3:56])[CH2:20][C:21]([N:23]1[CH2:27][CH2:26][CH2:25][C@H:24]1[C@H:28]([O:53][CH3:54])[C@@H:29]([CH3:52])[C:30](=[O:51])[NH:31][C@H:32]([C:40]1[O:41][C:42]([C:45]2[CH:50]=[CH:49][CH:48]=[CH:47][CH:46]=2)=[N:43][N:44]=1)[CH2:33][C:34]1[CH:39]=[CH:38][CH:37]=[CH:36][CH:35]=1)=[O:22])[CH3:17])=[O:15])[CH:11]([CH3:13])[CH3:12])=[O:8])[CH:4]([CH3:6])[CH3:5].O=[CH:62][CH2:63][CH2:64][CH2:65][CH2:66][C:67]([OH:69])=[O:68].C(O)(=O)C.FC(F)(F)C(O)=O. (3) Given the product [CH:1]([C:4]1[N:9]=[C:8]([C:10]2[NH:12][O:13][C:18](=[O:19])[N:11]=2)[CH:7]=[C:6]([C:14]([F:16])([F:17])[F:15])[N:5]=1)([CH3:3])[CH3:2], predict the reactants needed to synthesize it. The reactants are: [CH:1]([C:4]1[N:9]=[C:8]([C:10](=[N:12][OH:13])[NH2:11])[CH:7]=[C:6]([C:14]([F:17])([F:16])[F:15])[N:5]=1)([CH3:3])[CH3:2].[C:18](N1C=CN=C1)(N1C=CN=C1)=[O:19].N12CCCN=C1CCCCC2.Cl. (4) Given the product [Cl:8][C:9]1[C:14]([N:15]2[CH2:19][CH:18]([C:20]([OH:22])=[O:21])[N:17]([CH3:27])[C:16]2=[O:28])=[CH:13][CH:12]=[CH:11][N:10]=1, predict the reactants needed to synthesize it. The reactants are: FC(F)(F)C(O)=O.[Cl:8][C:9]1[C:14]([N:15]2[CH2:19][CH:18]([C:20]([O:22]C(C)(C)C)=[O:21])[N:17]([CH3:27])[C:16]2=[O:28])=[CH:13][CH:12]=[CH:11][N:10]=1.